From a dataset of Reaction yield outcomes from USPTO patents with 853,638 reactions. Predict the reaction yield, written as a fraction of the theoretical maximum amount of product (1.0 means a 100% yield; for example, 0.34 means a 34% yield). (1) The catalyst is C1(C)C=CC=CC=1.C1C=CC=CC=1.CCOC(C)=O. The product is [C:20]([O:6][C@H:5]1[C@@H:7]([O:8][C:20](=[O:27])[C:21]2[CH:26]=[CH:25][CH:24]=[CH:23][CH:22]=2)[C@@H:9]([CH2:11][O:12][C:20](=[O:27])[C:21]2[CH:26]=[CH:25][CH:24]=[CH:23][CH:22]=2)[O:10][C@@H:2]([S:1][C:13]2[CH:18]=[CH:17][C:16]([CH3:19])=[CH:15][CH:14]=2)[C@@H:3]1[OH:4])(=[O:27])[C:21]1[CH:26]=[CH:25][CH:24]=[CH:23][CH:22]=1. The yield is 0.917. The reactants are [S:1]([C:13]1[CH:18]=[CH:17][C:16]([CH3:19])=[CH:15][CH:14]=1)[C@@H:2]1[O:10][C@H:9]([CH2:11][OH:12])[C@H:7]([OH:8])[C@H:5]([OH:6])[C@H:3]1[OH:4].[C:20](Cl)(=[O:27])[C:21]1[CH:26]=[CH:25][CH:24]=[CH:23][CH:22]=1. (2) The reactants are [I:1][C:2]1[C:6]([CH:7]=O)=[CH:5][N:4]([CH:9]2[CH2:14][CH2:13][CH2:12][CH2:11][O:10]2)[N:3]=1.[CH3:15][NH:16][CH2:17][CH2:18][NH:19][C:20](=[O:26])[O:21][C:22]([CH3:25])([CH3:24])[CH3:23].[BH-](OC(C)=O)(OC(C)=O)OC(C)=O.[Na+]. The catalyst is ClC(Cl)C. The product is [I:1][C:2]1[C:6]([CH2:7][N:16]([CH3:15])[CH2:17][CH2:18][NH:19][C:20](=[O:26])[O:21][C:22]([CH3:23])([CH3:24])[CH3:25])=[CH:5][N:4]([CH:9]2[CH2:14][CH2:13][CH2:12][CH2:11][O:10]2)[N:3]=1. The yield is 0.830. (3) The reactants are [Br:1][C:2]1[C:9]([O:10][CH3:11])=[CH:8][C:5]([CH:6]=[O:7])=[CH:4][C:3]=1[O:12][CH3:13].[CH2:14]([Mg]Br)[CH3:15]. The catalyst is C1COCC1. The product is [Br:1][C:2]1[C:9]([O:10][CH3:11])=[CH:8][C:5]([CH:6]([OH:7])[CH2:14][CH3:15])=[CH:4][C:3]=1[O:12][CH3:13]. The yield is 0.970. (4) The reactants are [Br:1][C:2]1[CH:7]=[CH:6][C:5]([CH:8]2[CH2:11][C:10](=[O:12])[CH2:9]2)=[CH:4][CH:3]=1.[H-].[Al+3].[Li+].[H-].[H-].[H-]. The catalyst is CCOCC. The product is [Br:1][C:2]1[CH:3]=[CH:4][C:5]([C@@H:8]2[CH2:9][C@H:10]([OH:12])[CH2:11]2)=[CH:6][CH:7]=1. The yield is 1.00. (5) The reactants are [CH:1]1[C:14]2=[C:15]3[C:16]4[C:7](=[CH:8][CH:9]=[CH:10][C:11]=4[C:12](=[O:18])[C:13]2=[O:17])[C:6](=[O:19])[C:5](=[O:20])[C:4]3=[CH:3][CH:2]=1.[N+:21]([O-])([OH:23])=[O:22]. The catalyst is O. The product is [N+:21]([C:2]1[CH:3]=[C:4]2[C:15]3[C:16]4[C:7]([C:6](=[O:19])[C:5]2=[O:20])=[CH:8][CH:9]=[CH:10][C:11]=4[C:12](=[O:18])[C:13](=[O:17])[C:14]=3[CH:1]=1)([O-:23])=[O:22]. The yield is 0.790. (6) The product is [O:20]=[C:18]1[NH:1][C:2]2[CH:3]=[C:4]([C:5]([OH:7])=[O:6])[CH:8]=[CH:9][C:10]=2[CH2:11][C:12]2[CH:17]=[CH:16][CH:15]=[CH:14][C:13]1=2. The reactants are [NH2:1][C:2]1[CH:3]=[C:4]([CH:8]=[CH:9][C:10]=1[CH2:11][C:12]1[CH:17]=[CH:16][CH:15]=[CH:14][C:13]=1[C:18]([OH:20])=O)[C:5]([OH:7])=[O:6].C(N1C=CN=C1)(N1C=CN=C1)=O.Cl.O. The yield is 0.780. The catalyst is C1COCC1.